Dataset: Forward reaction prediction with 1.9M reactions from USPTO patents (1976-2016). Task: Predict the product of the given reaction. (1) Given the reactants [CH3:1][C:2]([C:4]1[CH:9]=[CH:8][C:7](F)=[CH:6][CH:5]=1)=[O:3].[CH2:11]([O:18][C:19]1[CH:20]=[C:21]2[C:26](=[CH:27][CH:28]=1)[CH:25]=[C:24]([OH:29])[CH:23]=[CH:22]2)[C:12]1[CH:17]=[CH:16][CH:15]=[CH:14][CH:13]=1.C(=O)([O-])[O-].[K+].[K+].C(O)(=O)CC(CC(O)=O)(C(O)=O)O, predict the reaction product. The product is: [CH2:11]([O:18][C:19]1[CH:20]=[C:21]2[C:26](=[CH:27][CH:28]=1)[CH:25]=[C:24]([O:29][C:7]1[CH:8]=[CH:9][C:4]([C:2](=[O:3])[CH3:1])=[CH:5][CH:6]=1)[CH:23]=[CH:22]2)[C:12]1[CH:13]=[CH:14][CH:15]=[CH:16][CH:17]=1. (2) Given the reactants [C:1]1([C:6]2[CH:7]=[C:8]([CH:14]=[CH:15][CH:16]=2)[C:9](OCC)=[O:10])[CH2:5][CH2:4][CH2:3][CH:2]=1.[H-].[H-].[H-].[H-].[Li+].[Al+3].[OH-].[Na+], predict the reaction product. The product is: [C:1]1([C:6]2[CH:7]=[C:8]([CH2:9][OH:10])[CH:14]=[CH:15][CH:16]=2)[CH2:5][CH2:4][CH2:3][CH:2]=1. (3) Given the reactants [CH3:1][C:2]1[C:3]([CH2:15][O:16][C:17]2[CH:22]=[CH:21][C:20]([N:23]3[C:27]([CH3:28])=[CH:26][C:25]([CH3:29])=[N:24]3)=[CH:19][C:18]=2[Cl:30])=[C:4]([N:8]2[C:12](=[O:13])[N:11]([CH3:14])[N:10]=[N:9]2)[CH:5]=[CH:6][CH:7]=1.[CH:31](C1C(COC2C=CC(N3C(C)=CC(C)=N3)=CC=2C)=C(N2C(=O)N(C)N=N2)C=CC=1)=[O:32], predict the reaction product. The product is: [CH3:1][C:2]1[C:3]([CH2:15][O:16][C:17]2[CH:22]=[CH:21][C:20]([N:23]3[C:27]([CH3:28])=[C:26]([CH:31]=[O:32])[C:25]([CH3:29])=[N:24]3)=[CH:19][C:18]=2[Cl:30])=[C:4]([N:8]2[C:12](=[O:13])[N:11]([CH3:14])[N:10]=[N:9]2)[CH:5]=[CH:6][CH:7]=1.